Dataset: Full USPTO retrosynthesis dataset with 1.9M reactions from patents (1976-2016). Task: Predict the reactants needed to synthesize the given product. (1) Given the product [F:28][C:29]([F:36])([F:35])[C:30]1[CH:34]=[CH:33][N:32]([C:2]2[CH:3]=[C:4]([NH:8][C:9](=[O:27])[C:10]3[CH:15]=[CH:14][N:13]=[C:12]([NH:16][C:17]4[CH:22]=[CH:21][C:20]([C:23]([F:26])([F:25])[F:24])=[CH:19][N:18]=4)[CH:11]=3)[CH:5]=[N:6][CH:7]=2)[N:31]=1, predict the reactants needed to synthesize it. The reactants are: Br[C:2]1[CH:3]=[C:4]([NH:8][C:9](=[O:27])[C:10]2[CH:15]=[CH:14][N:13]=[C:12]([NH:16][C:17]3[CH:22]=[CH:21][C:20]([C:23]([F:26])([F:25])[F:24])=[CH:19][N:18]=3)[CH:11]=2)[CH:5]=[N:6][CH:7]=1.[F:28][C:29]([F:36])([F:35])[C:30]1[CH:34]=[CH:33][NH:32][N:31]=1.C(=O)([O-])[O-].[K+].[K+].CC(C)(C(=O)CC(=O)C(C)(C)C)C. (2) Given the product [Cl:1][C:2]1[CH:7]=[C:6]([NH2:8])[CH:5]=[N:4][C:3]=1[O:11][C:12]1[CH:13]=[N:14][C:15]2[C:20]([CH:21]=1)=[CH:19][CH:18]=[CH:17][CH:16]=2, predict the reactants needed to synthesize it. The reactants are: [Cl:1][C:2]1[C:3]([O:11][C:12]2[CH:13]=[N:14][C:15]3[C:20]([CH:21]=2)=[CH:19][CH:18]=[CH:17][CH:16]=3)=[N:4][CH:5]=[C:6]([N+:8]([O-])=O)[CH:7]=1. (3) Given the product [CH2:1]([O:4][C:5]1([CH3:36])[CH2:10][CH2:9][N:8]([C:11]2[N:16]3[N:17]=[C:18]([CH2:20][NH:21][C:76](=[O:77])[CH2:75][C:70]4[CH:71]=[CH:72][CH:73]=[CH:74][C:69]=4[O:68][CH2:65][CH:66]=[CH2:67])[CH:19]=[C:15]3[N:14]=[C:13]([CH3:24])[C:12]=2[C@H:25]([O:31][C:32]([CH3:35])([CH3:34])[CH3:33])[C:26]([O:28][CH2:29][CH3:30])=[O:27])[CH2:7][CH2:6]1)[CH:2]=[CH2:3], predict the reactants needed to synthesize it. The reactants are: [CH2:1]([O:4][C:5]1([CH3:36])[CH2:10][CH2:9][N:8]([C:11]2[N:16]3[N:17]=[C:18]([CH2:20][N:21]=[N+]=[N-])[CH:19]=[C:15]3[N:14]=[C:13]([CH3:24])[C:12]=2[C@H:25]([O:31][C:32]([CH3:35])([CH3:34])[CH3:33])[C:26]([O:28][CH2:29][CH3:30])=[O:27])[CH2:7][CH2:6]1)[CH:2]=[CH2:3].C1C=CC(P(C2C=CC=CC=2)C2C=CC=CC=2)=CC=1.CCN(C(C)C)C(C)C.[CH2:65]([O:68][C:69]1[CH:74]=[CH:73][CH:72]=[CH:71][C:70]=1[CH2:75][C:76](O)=[O:77])[CH:66]=[CH2:67].C(Cl)(=O)C(Cl)=O. (4) Given the product [C:22]([O:26][C:27](=[O:28])[NH:29][C:30]1[S:31][C:32]([C:38]2[CH:39]=[CH:40][CH:41]=[CH:42][CH:43]=2)=[CH:33][C:34]=1[C:35]([N:17]1[CH2:16][CH2:15][CH:14]([N:10]2[CH2:11][CH2:12][CH2:13][CH:8]([C:6]([N:5]([CH2:3][CH3:4])[CH2:20][CH3:21])=[O:7])[CH2:9]2)[CH2:19][CH2:18]1)=[O:36])([CH3:25])([CH3:23])[CH3:24], predict the reactants needed to synthesize it. The reactants are: Cl.Cl.[CH2:3]([N:5]([CH2:20][CH3:21])[C:6]([CH:8]1[CH2:13][CH2:12][CH2:11][N:10]([CH:14]2[CH2:19][CH2:18][NH:17][CH2:16][CH2:15]2)[CH2:9]1)=[O:7])[CH3:4].[C:22]([O:26][C:27]([NH:29][C:30]1[S:31][C:32]([C:38]2[CH:43]=[CH:42][CH:41]=[CH:40][CH:39]=2)=[CH:33][C:34]=1[C:35](O)=[O:36])=[O:28])([CH3:25])([CH3:24])[CH3:23]. (5) Given the product [CH2:15]([C:17]1([CH2:22][CH2:23][CH2:24][CH2:25][CH2:26][CH:4]([C:5]([O:7][CH3:8])=[O:6])[C:3]([O:10][C:11]([CH3:14])([CH3:13])[CH3:12])=[O:9])[O:21][CH2:20][CH2:19][O:18]1)[CH3:16], predict the reactants needed to synthesize it. The reactants are: [H-].[Na+].[C:3]([O:10][C:11]([CH3:14])([CH3:13])[CH3:12])(=[O:9])[CH2:4][C:5]([O:7][CH3:8])=[O:6].[CH2:15]([C:17]1([CH2:22][CH2:23][CH2:24][CH2:25][CH2:26]I)[O:21][CH2:20][CH2:19][O:18]1)[CH3:16].[NH4+].[Cl-]. (6) Given the product [Cl:17][C:18]1[CH:19]=[C:20]([NH:21][C:9]2[C:8]3[NH:13][CH:14]=[C:15]([CH3:16])[C:7]=3[C:6]([C:4]([OH:3])=[O:5])=[CH:11][N:10]=2)[CH:22]=[CH:23][CH:24]=1, predict the reactants needed to synthesize it. The reactants are: C([O:3][C:4]([C:6]1[C:7]2[C:15]([CH3:16])=[CH:14][NH:13][C:8]=2[C:9](Cl)=[N:10][CH:11]=1)=[O:5])C.[Cl:17][C:18]1[CH:19]=[C:20]([CH:22]=[CH:23][CH:24]=1)[NH2:21].CS(O)(=O)=O.[OH-].[K+]. (7) Given the product [CH2:14]([CH:11]1[CH:4]([C:5]2[CH:10]=[CH:9][CH:8]=[CH:7][CH:6]=2)[NH:3][N:2]=[CH:12]1)[CH3:15], predict the reactants needed to synthesize it. The reactants are: O.[NH2:2][NH2:3].[CH:4](=[C:11]([CH2:14][CH3:15])[CH:12]=O)[C:5]1[CH:10]=[CH:9][CH:8]=[CH:7][CH:6]=1.O. (8) Given the product [F:1][C:2]1[CH:7]=[CH:6][CH:5]=[CH:4][C:3]=1[O:8][CH2:10][CH2:11][C:12]([OH:14])=[O:13], predict the reactants needed to synthesize it. The reactants are: [F:1][C:2]1[CH:7]=[CH:6][CH:5]=[CH:4][C:3]=1[OH:8].Br[CH2:10][CH2:11][C:12]([OH:14])=[O:13].[OH-].[Na+].Cl. (9) The reactants are: Cl.[CH:2]([N:5]1[C:13]2[C:8](=[CH:9][C:10]([O:14][CH:15]3[CH2:20][CH2:19][N:18]([CH:21]([CH3:23])[CH3:22])[CH2:17][CH2:16]3)=[CH:11][CH:12]=2)[CH:7]=[C:6]1[C:24]([N:26]1[CH2:31][CH2:30][NH:29][CH2:28][CH2:27]1)=[O:25])([CH3:4])[CH3:3].[CH3:32][CH:33]([S:35](Cl)(=[O:37])=[O:36])[CH3:34]. Given the product [CH:2]([N:5]1[C:13]2[C:8](=[CH:9][C:10]([O:14][CH:15]3[CH2:20][CH2:19][N:18]([CH:21]([CH3:23])[CH3:22])[CH2:17][CH2:16]3)=[CH:11][CH:12]=2)[CH:7]=[C:6]1[C:24]([N:26]1[CH2:27][CH2:28][N:29]([S:35]([CH:33]([CH3:34])[CH3:32])(=[O:37])=[O:36])[CH2:30][CH2:31]1)=[O:25])([CH3:3])[CH3:4], predict the reactants needed to synthesize it.